Dataset: Forward reaction prediction with 1.9M reactions from USPTO patents (1976-2016). Task: Predict the product of the given reaction. Given the reactants [CH2:1]([C:8]1[O:9][C:10]2[CH:31]=[CH:30][CH:29]=[CH:28][C:11]=2[C:12]=1[C:13]1[CH:18]=[CH:17][C:16]([C:19]2[CH:24]=[C:23]([Br:25])[C:22]([OH:26])=[C:21]([Br:27])[CH:20]=2)=[CH:15][CH:14]=1)[C:2]1[CH:7]=[CH:6][CH:5]=[CH:4][CH:3]=1.C[O:33][C:34](=[O:41])[C@@H:35](O)[CH2:36][CH:37]([CH3:39])[CH3:38], predict the reaction product. The product is: [CH2:1]([C:8]1[O:9][C:10]2[CH:31]=[CH:30][CH:29]=[CH:28][C:11]=2[C:12]=1[C:13]1[CH:18]=[CH:17][C:16]([C:19]2[CH:20]=[C:21]([Br:27])[C:22]([O:26][C@H:35]([CH2:36][CH:37]([CH3:39])[CH3:38])[C:34]([OH:41])=[O:33])=[C:23]([Br:25])[CH:24]=2)=[CH:15][CH:14]=1)[C:2]1[CH:3]=[CH:4][CH:5]=[CH:6][CH:7]=1.